From a dataset of Full USPTO retrosynthesis dataset with 1.9M reactions from patents (1976-2016). Predict the reactants needed to synthesize the given product. (1) The reactants are: Br[C:2]1[C:3](=[O:10])[NH:4][C:5](=[O:9])[N:6]([CH3:8])[N:7]=1.[Cl:11][C:12]1[CH:24]=[CH:23][C:22]([F:25])=[CH:21][C:13]=1[O:14][CH:15]1[CH2:20][CH2:19][NH:18][CH2:17][CH2:16]1. Given the product [Cl:11][C:12]1[CH:24]=[CH:23][C:22]([F:25])=[CH:21][C:13]=1[O:14][CH:15]1[CH2:16][CH2:17][N:18]([C:2]2[C:3](=[O:10])[NH:4][C:5](=[O:9])[N:6]([CH3:8])[N:7]=2)[CH2:19][CH2:20]1, predict the reactants needed to synthesize it. (2) Given the product [NH2:2][CH2:1][C@@:3]1([CH3:21])[CH2:7][CH2:6][C@@H:5]([NH:8][C:9](=[O:18])[O:10][CH2:11][C:12]2[CH:13]=[CH:14][CH:15]=[CH:16][CH:17]=2)[C:4]1([CH3:20])[CH3:19], predict the reactants needed to synthesize it. The reactants are: [C:1]([C@@:3]1([CH3:21])[CH2:7][CH2:6][C@@H:5]([NH:8][C:9](=[O:18])[O:10][CH2:11][C:12]2[CH:17]=[CH:16][CH:15]=[CH:14][CH:13]=2)[C:4]1([CH3:20])[CH3:19])#[N:2]. (3) Given the product [CH3:17][C:9]([NH:18][C:19](=[O:42])[CH2:20][CH2:21][C:22]1[CH:27]=[CH:26][C:25]([C:28]2[CH:29]=[CH:30][C:31]([CH2:34][CH2:35][N:36]3[CH2:40][CH2:39][CH2:38][C@H:37]3[CH3:41])=[CH:32][CH:33]=2)=[CH:24][CH:23]=1)([CH3:8])[C:10]([OH:12])=[O:11], predict the reactants needed to synthesize it. The reactants are: FC(F)(F)C(O)=O.[CH3:8][C:9]([NH:18][C:19](=[O:42])[CH2:20][CH2:21][C:22]1[CH:27]=[CH:26][C:25]([C:28]2[CH:33]=[CH:32][C:31]([CH2:34][CH2:35][N:36]3[CH2:40][CH2:39][CH2:38][C@H:37]3[CH3:41])=[CH:30][CH:29]=2)=[CH:24][CH:23]=1)([CH3:17])[C:10]([O:12]C(C)(C)C)=[O:11].Cl.O1CCOCC1. (4) Given the product [OH:11][CH:10]([C:3]1[CH:2]=[C:1]([CH3:9])[CH:6]=[CH:5][CH:4]=1)[C:12]1[CH:13]=[C:14]([CH:19]=[CH:20][CH:21]=1)[C:15]([O:17][CH3:18])=[O:16], predict the reactants needed to synthesize it. The reactants are: [C:1]1([CH3:9])[CH:6]=[CH:5][CH:4]=[C:3]([Mg]Br)[CH:2]=1.[CH:10]([C:12]1[CH:13]=[C:14]([CH:19]=[CH:20][CH:21]=1)[C:15]([O:17][CH3:18])=[O:16])=[O:11]. (5) Given the product [CH3:19][N:20]1[C:24]([C:25]([NH:1][C:2]2[CH:18]=[CH:17][CH:16]=[C:4]([O:5][C:6]3[CH:11]=[CH:10][N:9]=[C:8]4[NH:12][C:13](=[O:15])[NH:14][C:7]=34)[CH:3]=2)=[O:26])=[CH:23][C:22]([CH3:28])=[N:21]1, predict the reactants needed to synthesize it. The reactants are: [NH2:1][C:2]1[CH:3]=[C:4]([CH:16]=[CH:17][CH:18]=1)[O:5][C:6]1[CH:11]=[CH:10][N:9]=[C:8]2[NH:12][C:13](=[O:15])[NH:14][C:7]=12.[CH3:19][N:20]1[C:24]([C:25](Cl)=[O:26])=[CH:23][C:22]([CH3:28])=[N:21]1. (6) The reactants are: [NH2:1][C@@:2]([C:8]1[CH:13]=[C:12]([N+:14]([O-:16])=[O:15])[CH:11]=[CH:10][C:9]=1[F:17])([CH2:6][CH3:7])[CH2:3][CH2:4][OH:5].C(=O)([O-])[O-].[K+].[K+].[C:24](Cl)(Cl)=[S:25]. Given the product [F:17][C:9]1[CH:10]=[CH:11][C:12]([N+:14]([O-:16])=[O:15])=[CH:13][C:8]=1[C@:2]([N:1]=[C:24]=[S:25])([CH2:6][CH3:7])[CH2:3][CH2:4][OH:5], predict the reactants needed to synthesize it. (7) Given the product [F:1][C:2]1[CH:16]=[CH:15][C:5]([O:6][C:7]2[S:11][C:10]3=[N:12][CH:13]=[C:14]([I:17])[N:9]3[N:8]=2)=[CH:4][CH:3]=1, predict the reactants needed to synthesize it. The reactants are: [F:1][C:2]1[CH:16]=[CH:15][C:5]([O:6][C:7]2[S:11][C:10]3=[N:12][CH:13]=[CH:14][N:9]3[N:8]=2)=[CH:4][CH:3]=1.[I:17]N1C(=O)CCC1=O.